From a dataset of Catalyst prediction with 721,799 reactions and 888 catalyst types from USPTO. Predict which catalyst facilitates the given reaction. (1) Reactant: [CH:1]1([C:6]2([CH2:26][CH2:27][C:28]3[CH:42]=[CH:41][C:31]([CH2:32][NH:33]C(=O)OC(C)(C)C)=[C:30]([CH2:43][CH3:44])[CH:29]=3)[CH2:11][C:10]([OH:12])=[C:9]([CH2:13][C:14]3[N:24]=[C:17]4[N:18]=[C:19]([CH3:23])[CH:20]=[C:21]([CH3:22])[N:16]4[N:15]=3)[C:8](=[O:25])[O:7]2)[CH2:5][CH2:4][CH2:3][CH2:2]1.[ClH:45]. The catalyst class is: 269. Product: [ClH:45].[NH2:33][CH2:32][C:31]1[CH:41]=[CH:42][C:28]([CH2:27][CH2:26][C:6]2([CH:1]3[CH2:2][CH2:3][CH2:4][CH2:5]3)[O:7][C:8](=[O:25])[C:9]([CH2:13][C:14]3[N:24]=[C:17]4[N:18]=[C:19]([CH3:23])[CH:20]=[C:21]([CH3:22])[N:16]4[N:15]=3)=[C:10]([OH:12])[CH2:11]2)=[CH:29][C:30]=1[CH2:43][CH3:44]. (2) Reactant: C([O:3][C:4](=[O:30])[C:5]([CH3:29])([CH3:28])[CH2:6][CH2:7][CH2:8][CH2:9][C:10]1([CH2:16][CH2:17][CH2:18][CH2:19][C:20]([C:23]([O:25]CC)=[O:24])([CH3:22])[CH3:21])[S:15][CH2:14][CH2:13][CH2:12][S:11]1)C.[OH-].[K+].Cl. Product: [C:23]([C:20]([CH3:22])([CH3:21])[CH2:19][CH2:18][CH2:17][CH2:16][C:10]1([CH2:9][CH2:8][CH2:7][CH2:6][C:5]([CH3:29])([CH3:28])[C:4]([OH:30])=[O:3])[S:15][CH2:14][CH2:13][CH2:12][S:11]1)([OH:25])=[O:24]. The catalyst class is: 40. (3) Reactant: [Br:1][C:2]1[C:7](=[O:8])[N:6]([CH2:9][CH2:10][CH2:11][C:12](O)=[O:13])[N:5]=[CH:4][C:3]=1[NH:15][C@@H:16]1[CH2:21][C@@H:20]2[CH2:22][C@@H:18]([C:19]2([CH3:24])[CH3:23])[C@H:17]1[CH3:25].Cl.CN(C)CCCN=C=NCC.C(N(CC)CC)C.[N:45]1[CH:50]=[CH:49][C:48]([CH2:51][NH2:52])=[CH:47][CH:46]=1. Product: [Br:1][C:2]1[C:7](=[O:8])[N:6]([CH2:9][CH2:10][CH2:11][C:12]([NH:52][CH2:51][C:48]2[CH:49]=[CH:50][N:45]=[CH:46][CH:47]=2)=[O:13])[N:5]=[CH:4][C:3]=1[NH:15][C@@H:16]1[CH2:21][C@@H:20]2[CH2:22][C@@H:18]([C:19]2([CH3:23])[CH3:24])[C@H:17]1[CH3:25]. The catalyst class is: 42. (4) Reactant: [O:1]=[CH:2][C@@H:3]([C@H:5]([C@@H:7]([C@@H:9]([CH2:11][OH:12])[OH:10])[OH:8])[OH:6])[OH:4].[CH2:13]([O:20][C:21]1[CH:22]=[C:23]([CH:27]=[C:28]([O:38][CH2:39][C:40]2[CH:45]=[CH:44][CH:43]=[CH:42][CH:41]=2)[C:29]=1[O:30][CH2:31][C:32]1[CH:37]=[CH:36][CH:35]=[CH:34][CH:33]=1)[C:24]([OH:26])=O)[C:14]1[CH:19]=[CH:18][CH:17]=[CH:16][CH:15]=1.CCN=C=N[CH2:51][CH2:52][CH2:53]N(C)C.Cl. Product: [C:14]1([CH2:13][O:20][C:21]2[CH:22]=[C:23]([CH:27]=[C:28]([O:38][CH2:39][C:40]3[CH:41]=[CH:42][CH:43]=[CH:44][CH:45]=3)[C:29]=2[O:30][CH2:31][C:32]2[CH:37]=[CH:36][CH:35]=[CH:34][CH:33]=2)[C:24]([O:1][C@@H:2]2[O:10][C@H:9]([CH2:11][O:12][C:24](=[O:26])[C:23]3[CH:22]=[C:21]([O:20][CH2:13][C:14]4[CH:19]=[CH:18][CH:17]=[CH:16][CH:15]=4)[C:29]([O:30][CH2:31][C:32]4[CH:37]=[CH:36][CH:35]=[CH:34][CH:33]=4)=[C:28]([O:38][CH2:39][C:51]4[CH:52]=[CH:53][CH:41]=[CH:40][CH:45]=4)[CH:27]=3)[C@@H:7]([O:8][C:24](=[O:26])[C:23]3[CH:27]=[C:28]([O:38][CH2:39][C:40]4[CH:45]=[CH:44][CH:43]=[CH:42][CH:41]=4)[C:29]([O:30][CH2:31][C:32]4[CH:33]=[CH:34][CH:35]=[CH:36][CH:37]=4)=[C:21]([O:20][CH2:13][C:14]4[CH:15]=[CH:16][CH:17]=[CH:18][CH:19]=4)[CH:22]=3)[C@H:5]([O:6][C:24](=[O:26])[C:23]3[CH:27]=[C:28]([O:38][CH2:39][C:40]4[CH:45]=[CH:44][CH:43]=[CH:42][CH:41]=4)[C:29]([O:30][CH2:31][C:32]4[CH:33]=[CH:34][CH:35]=[CH:36][CH:37]=4)=[C:21]([O:20][CH2:13][C:14]4[CH:15]=[CH:16][CH:17]=[CH:18][CH:19]=4)[CH:22]=3)[C@H:3]2[O:4][C:24](=[O:26])[C:23]2[CH:27]=[C:28]([O:38][CH2:39][C:40]3[CH:45]=[CH:44][CH:43]=[CH:42][CH:41]=3)[C:29]([O:30][CH2:31][C:32]3[CH:33]=[CH:34][CH:35]=[CH:36][CH:37]=3)=[C:21]([O:20][CH2:13][C:14]3[CH:15]=[CH:16][CH:17]=[CH:18][CH:19]=3)[CH:22]=2)=[O:26])[CH:19]=[CH:18][CH:17]=[CH:16][CH:15]=1. The catalyst class is: 79. (5) Reactant: [NH2:1][C:2]1[C:3]([OH:18])=[C:4]([C:9]2[CH:14]=[CH:13][CH:12]=[C:11]([C:15]([OH:17])=[O:16])[CH:10]=2)[CH:5]=[C:6]([F:8])[CH:7]=1.[N:19]([O-])=O.[Na+].[CH2:23]1[C:31]2[C:26](=[CH:27][C:28]([N:32]3[C:36](=[O:37])[CH2:35][C:34]([CH3:38])=[N:33]3)=[CH:29][CH:30]=2)[CH2:25][CH2:24]1.C(=O)(O)[O-].[Na+]. Product: [F:8][C:6]1[CH:7]=[C:2]([NH:1][N:19]=[C:35]2[C:36](=[O:37])[N:32]([C:28]3[CH:27]=[C:26]4[C:31](=[CH:30][CH:29]=3)[CH2:23][CH2:24][CH2:25]4)[N:33]=[C:34]2[CH3:38])[C:3]([OH:18])=[C:4]([C:9]2[CH:14]=[CH:13][CH:12]=[C:11]([C:15]([OH:17])=[O:16])[CH:10]=2)[CH:5]=1. The catalyst class is: 502. (6) Reactant: [CH3:1][N:2]1[CH:6]=[C:5]([C:7]([F:10])([F:9])[F:8])[C:4]([NH:11][C:12]2[N:17]=[C:16]3[N:18](COCC[Si](C)(C)C)[CH:19]=[C:20]([C:21]#[N:22])[C:15]3=[C:14]([C:31]3[CH:32]=[N:33][CH:34]=[C:35]([CH3:37])[CH:36]=3)[CH:13]=2)=[N:3]1.C(N(CC)CC)C.[F-].C([N+](CCCC)(CCCC)CCCC)CCC.O. Product: [CH3:1][N:2]1[CH:6]=[C:5]([C:7]([F:8])([F:9])[F:10])[C:4]([NH:11][C:12]2[N:17]=[C:16]3[NH:18][CH:19]=[C:20]([C:21]#[N:22])[C:15]3=[C:14]([C:31]3[CH:32]=[N:33][CH:34]=[C:35]([CH3:37])[CH:36]=3)[CH:13]=2)=[N:3]1. The catalyst class is: 7. (7) Reactant: N[C:2]1[CH:14]=[C:13]2[C:5]([C:6]3[CH:7]=[C:8]([Br:18])[CH:9]=[C:10]([C:15]([NH2:17])=[O:16])[C:11]=3[NH:12]2)=[CH:4][CH:3]=1.C(I)[I:20].N(OCCC(C)C)=O. Product: [Br:18][C:8]1[CH:9]=[C:10]([C:15]([NH2:17])=[O:16])[C:11]2[NH:12][C:13]3[C:5]([C:6]=2[CH:7]=1)=[CH:4][CH:3]=[C:2]([I:20])[CH:14]=3. The catalyst class is: 205.